Dataset: Forward reaction prediction with 1.9M reactions from USPTO patents (1976-2016). Task: Predict the product of the given reaction. (1) Given the reactants [CH3:1][CH:2]([CH3:18])[C:3]([NH:5][C:6]1[CH:11]=[CH:10][C:9]([CH:12]2[CH2:17][CH2:16][NH:15][CH2:14][CH2:13]2)=[CH:8][CH:7]=1)=[O:4].Br[CH2:20][CH2:21][CH2:22][NH:23][C:24](=[O:38])[CH:25]([C:32]1[CH:37]=[CH:36][CH:35]=[CH:34][CH:33]=1)[C:26]1[CH:31]=[CH:30][CH:29]=[CH:28][CH:27]=1.C([O-])([O-])=O.[K+].[K+].[Na+].[I-], predict the reaction product. The product is: [C:26]1([CH:25]([C:32]2[CH:37]=[CH:36][CH:35]=[CH:34][CH:33]=2)[C:24]([NH:23][CH2:22][CH2:21][CH2:20][N:15]2[CH2:16][CH2:17][CH:12]([C:9]3[CH:10]=[CH:11][C:6]([NH:5][C:3](=[O:4])[CH:2]([CH3:18])[CH3:1])=[CH:7][CH:8]=3)[CH2:13][CH2:14]2)=[O:38])[CH:27]=[CH:28][CH:29]=[CH:30][CH:31]=1. (2) Given the reactants [C:1]([C:11]1[CH:31]=[CH:30][C:14]([CH2:15][NH:16][C:17]2[CH:29]=[CH:28][C:20]3[O:21][C:22]([CH3:27])([CH3:26])[O:23][C:24](=[O:25])[C:19]=3[CH:18]=2)=[CH:13][CH:12]=1)#[C:2][CH2:3][CH2:4][CH2:5][CH2:6][CH2:7][CH2:8][CH2:9][CH3:10].[CH:32]1([CH2:37][CH2:38][C:39](Cl)=[O:40])[CH2:36][CH2:35][CH2:34][CH2:33]1, predict the reaction product. The product is: [CH:32]1([CH2:37][CH2:38][C:39]([N:16]([CH2:15][C:14]2[CH:30]=[CH:31][C:11]([C:1]#[C:2][CH2:3][CH2:4][CH2:5][CH2:6][CH2:7][CH2:8][CH2:9][CH3:10])=[CH:12][CH:13]=2)[C:17]2[CH:29]=[CH:28][C:20]3[O:21][C:22]([CH3:26])([CH3:27])[O:23][C:24](=[O:25])[C:19]=3[CH:18]=2)=[O:40])[CH2:36][CH2:35][CH2:34][CH2:33]1.